From a dataset of Forward reaction prediction with 1.9M reactions from USPTO patents (1976-2016). Predict the product of the given reaction. (1) Given the reactants [F:1][C:2]1[CH:7]=[C:6]([F:8])[CH:5]=[CH:4][C:3]=1[C:9]1[CH:14]=[CH:13][C:12]([S:15](Cl)(=[O:17])=[O:16])=[CH:11][CH:10]=1.[NH2:19][C@H:20]1[CH2:25][CH2:24][C@H:23]([C:26]([O:28][CH3:29])=[O:27])[CH2:22][CH2:21]1, predict the reaction product. The product is: [F:1][C:2]1[CH:7]=[C:6]([F:8])[CH:5]=[CH:4][C:3]=1[C:9]1[CH:14]=[CH:13][C:12]([S:15]([NH:19][C@H:20]2[CH2:21][CH2:22][C@H:23]([C:26]([O:28][CH3:29])=[O:27])[CH2:24][CH2:25]2)(=[O:17])=[O:16])=[CH:11][CH:10]=1. (2) Given the reactants [NH2:1][C:2]1[C:3](=[O:12])[N:4]([CH3:11])[C:5](=[O:10])[N:6]([CH3:9])[C:7]=1[NH2:8].[C:13](O)(=[O:22])[CH:14]=[CH:15][C:16]1[CH:21]=[CH:20][CH:19]=[CH:18][CH:17]=1.CCN=C=NCCCN(C)C, predict the reaction product. The product is: [NH2:8][C:7]1[N:6]([CH3:9])[C:5](=[O:10])[N:4]([CH3:11])[C:3](=[O:12])[C:2]=1[NH:1][C:13](=[O:22])[CH:14]=[CH:15][C:16]1[CH:21]=[CH:20][CH:19]=[CH:18][CH:17]=1. (3) Given the reactants Br[C:2]1[CH:11]=[C:10]2[C:5]([C:6]([OH:22])=[C:7]([C:14]([NH:16][CH2:17][C:18]([O:20]C)=[O:19])=[O:15])[C:8](=[O:13])[N:9]2[CH3:12])=[CH:4][CH:3]=1.C(Cl)(Cl)Cl.CC(C1C=C(C(C)C)C(C2C=CC=CC=2P(C2CCCCC2)C2CCCCC2)=C(C(C)C)C=1)C.[NH:61]1[CH2:66][CH2:65][O:64][CH2:63][CH2:62]1.CC(C)([O-])C.[Na+], predict the reaction product. The product is: [OH:22][C:6]1[C:5]2[C:10](=[CH:11][C:2]([N:61]3[CH2:66][CH2:65][O:64][CH2:63][CH2:62]3)=[CH:3][CH:4]=2)[N:9]([CH3:12])[C:8](=[O:13])[C:7]=1[C:14]([NH:16][CH2:17][C:18]([OH:20])=[O:19])=[O:15]. (4) Given the reactants [N+:1]([CH2:3][C:4]([O:6]C)=O)#[C-:2].[NH:8]1[CH:12]=[CH:11][CH2:10][CH2:9]1, predict the reaction product. The product is: [N+:1]([CH2:3][C:4]([N:8]1[CH2:12][CH:11]=[CH:10][CH2:9]1)=[O:6])#[C-:2]. (5) Given the reactants [C:1]1([C@H:7]([NH:9][C:10]2[C:11]3[CH:18]=[C:17]([C:19]4[CH:26]=[CH:25][C:22]([C:23]#[N:24])=[CH:21][CH:20]=4)[NH:16][C:12]=3[N:13]=[CH:14][N:15]=2)[CH3:8])[CH:6]=[CH:5][CH:4]=[CH:3][CH:2]=1, predict the reaction product. The product is: [NH2:24][CH2:23][C:22]1[CH:25]=[CH:26][C:19]([C:17]2[NH:16][C:12]3[N:13]=[CH:14][N:15]=[C:10]([NH:9][C@@H:7]([C:1]4[CH:6]=[CH:5][CH:4]=[CH:3][CH:2]=4)[CH3:8])[C:11]=3[CH:18]=2)=[CH:20][CH:21]=1. (6) Given the reactants C[O:2][C:3](=[O:34])[CH2:4][C:5]1[C:14]([CH3:15])=[C:13]([CH:16]2[CH2:21][CH2:20][N:19]([S:22]([CH2:25][C:26]3[CH:31]=[CH:30][CH:29]=[C:28]([Cl:32])[CH:27]=3)(=[O:24])=[O:23])[CH2:18][CH2:17]2)[C:12]2[C:7](=[CH:8][CH:9]=[C:10]([F:33])[CH:11]=2)[CH:6]=1.O.[OH-].[Li+], predict the reaction product. The product is: [Cl:32][C:28]1[CH:27]=[C:26]([CH2:25][S:22]([N:19]2[CH2:20][CH2:21][CH:16]([C:13]3[C:12]4[C:7](=[CH:8][CH:9]=[C:10]([F:33])[CH:11]=4)[CH:6]=[C:5]([CH2:4][C:3]([OH:34])=[O:2])[C:14]=3[CH3:15])[CH2:17][CH2:18]2)(=[O:24])=[O:23])[CH:31]=[CH:30][CH:29]=1. (7) The product is: [CH2:1]([C:3]1([C:21]2[C:20]3[C:24](=[C:16]([O:15][CH3:14])[CH:17]=[CH:18][CH:19]=3)[NH:23][CH:22]=2)[C:11]2[C:6](=[CH:7][C:8]([F:12])=[CH:9][CH:10]=2)[CH2:5][CH2:4]1)[CH3:2]. Given the reactants [CH2:1]([C:3]1(O)[C:11]2[C:6](=[CH:7][C:8]([F:12])=[CH:9][CH:10]=2)[CH2:5][CH2:4]1)[CH3:2].[CH3:14][O:15][C:16]1[CH:17]=[CH:18][CH:19]=[C:20]2[C:24]=1[NH:23][CH:22]=[CH:21]2, predict the reaction product. (8) The product is: [CH3:15][C:13]1[N:12]=[CH:11][N:10]([C:5]2[CH:4]=[CH:3][C:2]([NH:26][C:23]3[CH:24]=[CH:25][N:21]([CH2:20][C:19]4[CH:18]=[C:17]([F:16])[C:29]([F:30])=[C:28]([F:31])[CH:27]=4)[N:22]=3)=[CH:9][C:6]=2[C:7]#[N:8])[CH:14]=1. Given the reactants Br[C:2]1[CH:3]=[CH:4][C:5]([N:10]2[CH:14]=[C:13]([CH3:15])[N:12]=[CH:11]2)=[C:6]([CH:9]=1)[C:7]#[N:8].[F:16][C:17]1[CH:18]=[C:19]([CH:27]=[C:28]([F:31])[C:29]=1[F:30])[CH2:20][N:21]1[CH:25]=[CH:24][C:23]([NH2:26])=[N:22]1, predict the reaction product. (9) The product is: [CH3:16][O:15][CH2:14][CH2:13][O:12][C:9]1[CH:10]=[C:11]2[C:2]([NH:29][C:30]3[CH:35]=[CH:34][CH:33]=[C:32]([C:36]#[CH:37])[CH:31]=3)=[N:3][CH:4]=[N:5][C:6]2=[CH:7][C:8]=1[O:17][CH2:18][CH2:19][O:20][CH3:21].[ClH:1]. Given the reactants [Cl:1][C:2]1[C:11]2[C:6](=[CH:7][C:8]([O:17][CH2:18][CH2:19][O:20][CH3:21])=[C:9]([O:12][CH2:13][CH2:14][O:15][CH3:16])[CH:10]=2)[N:5]=[CH:4][N:3]=1.C1(C)C=CC=CC=1.[NH2:29][C:30]1[CH:31]=[C:32]([C:36]#[CH:37])[CH:33]=[CH:34][CH:35]=1.Cl, predict the reaction product. (10) Given the reactants [NH+:1]1([O-])[C:5]2=[N:6][CH:7]=[CH:8][CH:9]=[C:4]2[CH:3]=[CH:2]1.CS([Cl:15])(=O)=O.[OH-].[Na+], predict the reaction product. The product is: [Cl:15][C:9]1[CH:8]=[CH:7][N:6]=[C:5]2[NH:1][CH:2]=[CH:3][C:4]=12.